From a dataset of Experimentally validated miRNA-target interactions with 360,000+ pairs, plus equal number of negative samples. Binary Classification. Given a miRNA mature sequence and a target amino acid sequence, predict their likelihood of interaction. (1) The miRNA is hsa-miR-31-5p with sequence AGGCAAGAUGCUGGCAUAGCU. The protein sequence of the target gene is MSATTACWPAFTVLGEARGDQVDWSRLYRDTGLVKMSRKPRASSPFSNNHPSTPKRFPRQPRREKGPVKEVPGTKGSP. Result: 0 (no interaction). (2) The miRNA is hsa-miR-3620-3p with sequence UCACCCUGCAUCCCGCACCCAG. The protein sequence of the target gene is MAADIEQVFRSFVVSKFREIQQELSSGRSEGQLNGETNPPIEGNQAGDTAASARSLPNEEIVQKIEEVLSGVLDTELRYKPDLKEASRKSRCVSVQTDPTDEVPTKKSKKHKKHKNKKKKKKKEKEKKYKRQPEESESKLKSHHDGNLESDSFLKFDSEPSAAALEHPVRAFGLSEASETALVLEPPVVSMEVQESHVLETLKPATKAAELSVVSTSVISEQSEQPMPGMLEPSMTKILDSFTAAPVPMSTAALKSPEPVVTMSVEYQKSVLKSLETMPPETSKTTLVELPIAKVVEPSE.... Result: 0 (no interaction).